From a dataset of Forward reaction prediction with 1.9M reactions from USPTO patents (1976-2016). Predict the product of the given reaction. (1) Given the reactants [C:1](=[O:6])(OC)[O:2][CH3:3].[CH3:7][N:8]1[CH2:12][CH2:11][CH2:10][CH:9]1[C:13]1[CH:18]([Si](C)(C)C)[CH:17]=[CH:16][N:15]([Si](C)(C)C)[CH:14]=1.CCCC[N+](CCCC)(CCCC)CCCC.[F-], predict the reaction product. The product is: [CH3:3][O:2][C:1]([N:15]1[CH:16]=[CH:17][CH2:18][C:13]([CH:9]2[CH2:10][CH2:11][CH2:12][N:8]2[CH3:7])=[CH:14]1)=[O:6]. (2) Given the reactants [OH:1][C:2]1[C:3]2[C:13]([C:14]3[CH:19]=[CH:18][C:17]([C:20]4[CH:25]=[CH:24][CH:23]=[CH:22][C:21]=4[OH:26])=[CH:16][CH:15]=3)=[CH:12][S:11][C:4]=2[NH:5][C:6](=[O:10])[C:7]=1C#N, predict the reaction product. The product is: [OH:1][C:2]1[C:3]2[C:13]([C:14]3[CH:15]=[CH:16][C:17]([C:20]4[CH:25]=[CH:24][CH:23]=[CH:22][C:21]=4[OH:26])=[CH:18][CH:19]=3)=[CH:12][S:11][C:4]=2[NH:5][C:6](=[O:10])[CH:7]=1. (3) Given the reactants Cl[CH:2]([O:4][C:5](=[O:31])[N:6]([C:15]1[CH:20]=[CH:19][C:18]([C:21](=[O:29])[C:22]2[CH:27]=[CH:26][CH:25]=[CH:24][C:23]=2[CH3:28])=[C:17]([Cl:30])[CH:16]=1)[C:7]1[CH:12]=[CH:11][C:10]([F:13])=[CH:9][C:8]=1[CH3:14])[CH3:3].[CH3:32][CH:33]([CH3:37])[C:34]([O-:36])=[O:35].C([N+](CCCC)(CCCC)CCCC)CCC, predict the reaction product. The product is: [Cl:30][C:17]1[CH:16]=[C:15]([N:6]([C:7]2[CH:12]=[CH:11][C:10]([F:13])=[CH:9][C:8]=2[CH3:14])[C:5]([O:4][CH:2]([O:36][C:34](=[O:35])[CH:33]([CH3:37])[CH3:32])[CH3:3])=[O:31])[CH:20]=[CH:19][C:18]=1[C:21](=[O:29])[C:22]1[CH:27]=[CH:26][CH:25]=[CH:24][C:23]=1[CH3:28]. (4) Given the reactants C([O:4][CH2:5][C@@H:6]1[C@@H:13]2[C@@H:9]([O:10][C:11]([CH3:15])([CH3:14])[O:12]2)[C@H:8]([N:16]2[CH:24]=[N:23][C:22]3[C:17]2=[N:18][CH:19]=[N:20][C:21]=3[CH2:25][C:26]2[CH:31]=[CH:30][C:29]([F:32])=[CH:28][CH:27]=2)[O:7]1)(=O)C.N, predict the reaction product. The product is: [F:32][C:29]1[CH:30]=[CH:31][C:26]([CH2:25][C:21]2[N:20]=[CH:19][N:18]=[C:17]3[C:22]=2[N:23]=[CH:24][N:16]3[C@H:8]2[C@@H:9]3[O:10][C:11]([CH3:15])([CH3:14])[O:12][C@@H:13]3[C@@H:6]([CH2:5][OH:4])[O:7]2)=[CH:27][CH:28]=1. (5) Given the reactants [F:1][C:2]1[CH:7]=[C:6]([S:8]([CH3:11])(=[O:10])=[O:9])[CH:5]=[C:4]([F:12])[C:3]=1[NH:13][C@H:14]1[CH2:18][CH2:17][N:16]([CH:19]2[CH2:24][CH2:23][N:22]([C:25](=[NH:28])[NH:26][OH:27])[CH2:21][CH2:20]2)[C:15]1=[O:29].[F:30][CH:31]([F:40])[C:32](O[C:32](=O)[CH:31]([F:40])[F:30])=O, predict the reaction product. The product is: [F:1][C:2]1[CH:7]=[C:6]([S:8]([CH3:11])(=[O:9])=[O:10])[CH:5]=[C:4]([F:12])[C:3]=1[NH:13][C@H:14]1[CH2:18][CH2:17][N:16]([CH:19]2[CH2:24][CH2:23][N:22]([C:25]3[N:28]=[C:32]([CH:31]([F:40])[F:30])[O:27][N:26]=3)[CH2:21][CH2:20]2)[C:15]1=[O:29]. (6) Given the reactants Br[C:2]1[C:11]2[O:10][CH2:9][N:8]([C:12]([CH3:15])([CH3:14])[CH3:13])[CH2:7][C:6]=2[CH:5]=[C:4]([C:16]2[CH:21]=[CH:20][C:19]([F:22])=[CH:18][CH:17]=2)[CH:3]=1.[F:23][C:24]([F:35])([F:34])[C:25]1[CH:30]=[CH:29][C:28](B(O)O)=[CH:27][N:26]=1.C(=O)([O-])[O-].[K+].[K+], predict the reaction product. The product is: [C:12]([N:8]1[CH2:7][C:6]2[CH:5]=[C:4]([C:16]3[CH:21]=[CH:20][C:19]([F:22])=[CH:18][CH:17]=3)[CH:3]=[C:2]([C:28]3[CH:27]=[N:26][C:25]([C:24]([F:35])([F:34])[F:23])=[CH:30][CH:29]=3)[C:11]=2[O:10][CH2:9]1)([CH3:15])([CH3:14])[CH3:13].